Dataset: NCI-60 drug combinations with 297,098 pairs across 59 cell lines. Task: Regression. Given two drug SMILES strings and cell line genomic features, predict the synergy score measuring deviation from expected non-interaction effect. Drug 1: C1C(C(OC1N2C=C(C(=O)NC2=O)F)CO)O. Drug 2: CN1C(=O)N2C=NC(=C2N=N1)C(=O)N. Cell line: PC-3. Synergy scores: CSS=14.3, Synergy_ZIP=-5.26, Synergy_Bliss=-0.201, Synergy_Loewe=-0.827, Synergy_HSA=-0.670.